Dataset: Catalyst prediction with 721,799 reactions and 888 catalyst types from USPTO. Task: Predict which catalyst facilitates the given reaction. Reactant: Cl[CH2:2][C:3]1[N:4]=[C:5]([CH:8]([CH3:10])[CH3:9])[S:6][CH:7]=1.[Cl:11][C:12]1[CH:13]=[C:14]2[C:18](=[CH:19][CH:20]=1)[N:17]([CH2:21][C:22]([O:24][C:25]([CH3:28])([CH3:27])[CH3:26])=[O:23])[C:16](=[O:29])[C:15]12[C:33](=[O:34])[NH:32][C:31](=[O:35])[N:30]1[CH3:36].C(=O)([O-])O.[Na+].[I-].[K+]. Product: [C:25]([O:24][C:22](=[O:23])[CH2:21][N:17]1[C:18]2[C:14](=[CH:13][C:12]([Cl:11])=[CH:20][CH:19]=2)[C:15]2([C:33](=[O:34])[N:32]([CH2:2][C:3]3[N:4]=[C:5]([CH:8]([CH3:10])[CH3:9])[S:6][CH:7]=3)[C:31](=[O:35])[N:30]2[CH3:36])[C:16]1=[O:29])([CH3:28])([CH3:26])[CH3:27]. The catalyst class is: 3.